The task is: Predict the product of the given reaction.. This data is from Forward reaction prediction with 1.9M reactions from USPTO patents (1976-2016). Given the reactants Br[C:2]1[CH:26]=[CH:25][C:24]([CH3:28])([CH3:27])[C:23]2[C:3]=1[CH:4]=[C:5]1[C:22]=2[CH:21]=[C:20]2[C:7]([C:8]3[CH:9]=[CH:10][CH:11]=[CH:12][C:13]=3[C:14]3[CH:15]=[CH:16][CH:17]=[CH:18][C:19]=32)=[CH:6]1.[B:38]1([B:38]2[O:42][C:41]([CH3:44])([CH3:43])[C:40]([CH3:46])([CH3:45])[O:39]2)[O:42][C:41]([CH3:44])([CH3:43])[C:40]([CH3:46])([CH3:45])[O:39]1.C([O-])(=O)C.[K+], predict the reaction product. The product is: [CH3:27][C:24]1([CH3:28])[C:23]2[C:3]([CH:4]=[C:5]3[C:22]=2[CH:21]=[C:20]2[C:7]([C:8]4[CH:9]=[CH:10][CH:11]=[CH:12][C:13]=4[C:14]4[CH:15]=[CH:16][CH:17]=[CH:18][C:19]=42)=[CH:6]3)=[C:2]([B:38]2[O:39][C:40]([CH3:45])([CH3:46])[C:41]([CH3:43])([CH3:44])[O:42]2)[CH:26]=[CH:25]1.